From a dataset of HIV replication inhibition screening data with 41,000+ compounds from the AIDS Antiviral Screen. Binary Classification. Given a drug SMILES string, predict its activity (active/inactive) in a high-throughput screening assay against a specified biological target. (1) The molecule is O=C(O)C12C(=O)NC(=O)C1(C(=O)O)C21CCCCC1. The result is 0 (inactive). (2) The compound is CC(=O)O.COc1cc(C)cc2c(-c3c(O)cc(O)c4c3CC(C)NC4C)cc(-c3cc(-c4c(O)cc(O)c5c4CC(C)NC5C)c4cc(C)cc(OC)c4c3O)c(O)c12. The result is 1 (active). (3) The molecule is NC(=O)C(N)(c1ccccc1)c1ccccc1. The result is 0 (inactive). (4) The drug is C=C1CCCC2C1(C)CCC(C)C2(C)CC1=CC(=O)C=CC1=O. The result is 0 (inactive). (5) The compound is CCCCOC1CC2(c3ccc(OC)cc3)C(=O)c3ccccc3N2O1. The result is 0 (inactive). (6) The compound is CC12CCC3C(CC=C4CC(O)CCC43C)C1CCC(=O)N2. The result is 0 (inactive).